This data is from Catalyst prediction with 721,799 reactions and 888 catalyst types from USPTO. The task is: Predict which catalyst facilitates the given reaction. (1) Reactant: [Si](O[CH2:9][CH2:10][CH2:11][N:12]1[CH2:16][CH2:15][N:14]([CH2:17][CH2:18][CH:19]([O:22]C)OC)[C:13]1=[O:24])(C(C)(C)C)(C)C.Cl.[NH:26]1[CH2:31][CH2:30][CH:29]([O:32][C:33](=[O:47])[NH:34][C:35]2[CH:40]=[CH:39][CH:38]=[CH:37][C:36]=2[C:41]2[CH:46]=[CH:45][CH:44]=[CH:43][CH:42]=2)[CH2:28][CH2:27]1.[BH-](OC(C)=O)(OC(C)=O)OC(C)=O.[Na+]. Product: [OH:22][CH2:19][CH2:18][CH2:17][N:14]1[CH2:15][CH2:16][N:12]([CH2:11][CH2:10][CH2:9][N:26]2[CH2:27][CH2:28][CH:29]([O:32][C:33](=[O:47])[NH:34][C:35]3[CH:40]=[CH:39][CH:38]=[CH:37][C:36]=3[C:41]3[CH:46]=[CH:45][CH:44]=[CH:43][CH:42]=3)[CH2:30][CH2:31]2)[C:13]1=[O:24]. The catalyst class is: 10. (2) Reactant: C(OC([NH:11][C:12]12[CH2:20][CH2:19][CH:16]([CH2:17][CH2:18]1)[CH2:15][N:14]1[C:21](=[O:31])[C:22]([OH:30])=[C:23]([C:25]([O:27][CH2:28][CH3:29])=[O:26])[N:24]=[C:13]21)=O)C1C=CC=CC=1.Cl.[H][H]. Product: [NH2:11][C:12]12[CH2:18][CH2:17][CH:16]([CH2:19][CH2:20]1)[CH2:15][N:14]1[C:21](=[O:31])[C:22]([OH:30])=[C:23]([C:25]([O:27][CH2:28][CH3:29])=[O:26])[N:24]=[C:13]21. The catalyst class is: 29. (3) Reactant: [CH2:1]1[C:9]2[C:4](=[CH:5][CH:6]=[CH:7][CH:8]=2)[CH2:3][C:2]1=O.[O:11]1[C:16]2[CH:17]=[CH:18][C:19]([NH2:21])=[CH:20][C:15]=2[O:14][CH2:13][CH2:12]1.[BH-](OC(C)=O)(OC(C)=O)OC(C)=O.[Na+].CC(O)=O. Product: [O:11]1[C:16]2[CH:17]=[CH:18][C:19]([NH:21][CH:2]3[CH2:3][C:4]4[C:9](=[CH:8][CH:7]=[CH:6][CH:5]=4)[CH2:1]3)=[CH:20][C:15]=2[O:14][CH2:13][CH2:12]1. The catalyst class is: 756. (4) Reactant: [Br:1][C:2]1[CH:7]=[CH:6][C:5]([O:8][CH:9]=[CH2:10])=[CH:4][CH:3]=1.Cl[CH2:12]I.C([Zn]CC)C. Product: [Br:1][C:2]1[CH:7]=[CH:6][C:5]([O:8][CH:9]2[CH2:12][CH2:10]2)=[CH:4][CH:3]=1. The catalyst class is: 26. (5) Reactant: [CH3:1][C:2]1[C:7]([CH:8]2[CH2:13][CH:12]([S:14]([C:17]3[CH:22]=[CH:21][CH:20]=[C:19]([C:23]([F:26])([F:25])[F:24])[CH:18]=3)(=[O:16])=[O:15])[CH2:11][CH2:10][O:9]2)=[CH:6][CH:5]=[C:4]([CH3:27])[N:3]=1.O([C:30](C)(C)[CH3:31])[K].C(I)C. Product: [CH2:30]([C:12]1([S:14]([C:17]2[CH:22]=[CH:21][CH:20]=[C:19]([C:23]([F:26])([F:24])[F:25])[CH:18]=2)(=[O:15])=[O:16])[CH2:11][CH2:10][O:9][CH:8]([C:7]2[C:2]([CH3:1])=[N:3][C:4]([CH3:27])=[CH:5][CH:6]=2)[CH2:13]1)[CH3:31]. The catalyst class is: 554. (6) Reactant: [CH2:1]([N:4]1[CH2:9][CH:8]2[CH2:10][CH2:11][C:5]1(/[CH:12]=[N:13]/[S@:14]([C:16]([CH3:19])([CH3:18])[CH3:17])=[O:15])[CH2:6][CH2:7]2)[CH:2]=[CH2:3].IC.CC([S@@](N)=O)(C)C.CC(S(N)(=O)=O)(C)C.[C:37]1([Mg]Br)[CH:42]=[CH:41][CH:40]=[CH:39][CH:38]=1. Product: [CH2:1]([N:4]1[CH2:9][CH:8]2[CH2:7][CH2:6][C:5]1([C@@H:12]([C:37]1[CH:42]=[CH:41][CH:40]=[CH:39][CH:38]=1)[NH:13][S@:14]([C:16]([CH3:19])([CH3:18])[CH3:17])=[O:15])[CH2:11][CH2:10]2)[CH:2]=[CH2:3]. The catalyst class is: 7. (7) Reactant: [Cl:1][C:2]1[CH:3]=[C:4]([C:13](OC)=[O:14])[C:5](=[CH:10][C:11]=1[Cl:12])[C:6](OC)=[O:7].[H-].[H-].[H-].[H-].[Li+].[Al+3].O.[OH-].[Na+]. Product: [Cl:1][C:2]1[C:11]([Cl:12])=[CH:10][C:5]([CH2:6][OH:7])=[C:4]([CH2:13][OH:14])[CH:3]=1. The catalyst class is: 7. (8) Reactant: Br[CH2:2][CH2:3][CH2:4][O:5][C:6]1[CH:15]=[CH:14][C:9]2[C:10]([CH3:13])=[CH:11][O:12][C:8]=2[CH:7]=1.[CH2:16]([O:18][C:19](=[O:31])[CH2:20][C@H:21]1[C:29]2[C:24](=[CH:25][C:26]([OH:30])=[CH:27][CH:28]=2)[CH2:23][CH2:22]1)[CH3:17].O.C([O-])([O-])=O.[Cs+].[Cs+]. Product: [CH2:16]([O:18][C:19](=[O:31])[CH2:20][C@H:21]1[C:29]2[C:24](=[CH:25][C:26]([O:30][CH2:2][CH2:3][CH2:4][O:5][C:6]3[CH:15]=[CH:14][C:9]4[C:10]([CH3:13])=[CH:11][O:12][C:8]=4[CH:7]=3)=[CH:27][CH:28]=2)[CH2:23][CH2:22]1)[CH3:17]. The catalyst class is: 3. (9) Reactant: [F:1][C:2]1[CH:3]=[C:4]([Cl:13])[C:5]([O:11][CH3:12])=[C:6]([CH:8]([NH2:10])[CH3:9])[CH:7]=1.F[C:15]1[CH:20]=[C:19]([F:21])[CH:18]=[CH:17][C:16]=1[S:22]([CH3:25])(=[O:24])=[O:23].C(N(CC)C(C)C)(C)C.ClCCl. Product: [F:21][C:19]1[CH:20]=[CH:15][C:16]([S:22]([CH3:25])(=[O:24])=[O:23])=[C:17]([NH:10][CH:8]([C:6]2[CH:7]=[C:2]([F:1])[CH:3]=[C:4]([Cl:13])[C:5]=2[O:11][CH3:12])[CH3:9])[CH:18]=1. The catalyst class is: 9.